Dataset: Forward reaction prediction with 1.9M reactions from USPTO patents (1976-2016). Task: Predict the product of the given reaction. (1) Given the reactants [H-].[Na+].[CH3:3][O:4][C:5]([C:7]1[CH:15]=[C:14]2[C:10]([C:11]([CH2:16][CH3:17])=[N:12][NH:13]2)=[CH:9][CH:8]=1)=[O:6].[CH:18]1(Br)[CH2:22][CH2:21][CH2:20][CH2:19]1.O, predict the reaction product. The product is: [CH3:3][O:4][C:5]([C:7]1[CH:15]=[C:14]2[C:10]([C:11]([CH2:16][CH3:17])=[N:12][N:13]2[CH:18]2[CH2:22][CH2:21][CH2:20][CH2:19]2)=[CH:9][CH:8]=1)=[O:6]. (2) The product is: [CH:1]1([C:4]2[CH:13]=[C:12]3[C:7]([C:8]([CH3:18])=[CH:9][C:10](=[O:17])[N:11]3[CH2:14][CH2:15][N:41]3[CH2:42][CH2:43][CH:38]([N:30]([CH2:29][C:27]4[CH:26]=[CH:25][C:24]5[O:19][CH2:20][CH2:21][O:22][C:23]=5[CH:28]=4)[C:31](=[O:37])[O:32][C:33]([CH3:35])([CH3:34])[CH3:36])[CH2:39][CH2:40]3)=[CH:6][CH:5]=2)[CH2:3][CH2:2]1. Given the reactants [CH:1]1([C:4]2[CH:13]=[C:12]3[C:7]([C:8]([CH3:18])=[CH:9][C:10](=[O:17])[N:11]3[CH2:14][CH:15]=O)=[CH:6][CH:5]=2)[CH2:3][CH2:2]1.[O:19]1[C:24]2[CH:25]=[CH:26][C:27]([CH2:29][N:30]([CH:38]3[CH2:43][CH2:42][NH:41][CH2:40][CH2:39]3)[C:31](=[O:37])[O:32][C:33]([CH3:36])([CH3:35])[CH3:34])=[CH:28][C:23]=2[O:22][CH2:21][CH2:20]1.C(O[BH-](OC(=O)C)OC(=O)C)(=O)C.[Na+].C(=O)([O-])O.[Na+], predict the reaction product. (3) Given the reactants [CH3:1][NH:2][C:3]1[N:8]=[C:7]([CH:9]([NH:11][C:12]2[CH:20]=[CH:19][CH:18]=[CH:17][C:13]=2[C:14]([OH:16])=O)[CH3:10])[CH:6]=[CH:5][N:4]=1.[C:21]([O:25][C:26]([N:28]1[CH2:37][C:36]([CH3:39])([CH3:38])[C:35]2[C:30](=[CH:31][C:32]([NH2:40])=[CH:33][CH:34]=2)[CH2:29]1)=[O:27])([CH3:24])([CH3:23])[CH3:22].CN(C(ON1N=NC2C=CC=CC1=2)=[N+](C)C)C.[B-](F)(F)(F)F.CCN(C(C)C)C(C)C, predict the reaction product. The product is: [C:21]([O:25][C:26]([N:28]1[CH2:37][C:36]([CH3:39])([CH3:38])[C:35]2[C:30](=[CH:31][C:32]([NH:40][C:14](=[O:16])[C:13]3[CH:17]=[CH:18][CH:19]=[CH:20][C:12]=3[NH:11][CH:9]([C:7]3[CH:6]=[CH:5][N:4]=[C:3]([NH:2][CH3:1])[N:8]=3)[CH3:10])=[CH:33][CH:34]=2)[CH2:29]1)=[O:27])([CH3:24])([CH3:22])[CH3:23]. (4) The product is: [ClH:1].[C:26]1([NH:25][C:2]2[C:11]3[C:6](=[CH:7][CH:8]=[CH:9][CH:10]=3)[N:5]=[C:4]([N:12]3[CH2:17][CH2:16][CH2:15][CH2:14][CH2:13]3)[N:3]=2)[CH:31]=[CH:30][CH:29]=[CH:28][CH:27]=1. Given the reactants [Cl:1][C:2]1[C:11]2[C:6](=[CH:7][CH:8]=[CH:9][CH:10]=2)[N:5]=[C:4]([N:12]2[CH2:17][CH2:16][CH2:15][CH2:14][CH2:13]2)[N:3]=1.CCN(CC)CC.[NH2:25][C:26]1[CH:31]=[CH:30][CH:29]=[CH:28][CH:27]=1, predict the reaction product. (5) The product is: [CH:1]1([CH2:6][CH:7]([C:11]2[CH:16]=[CH:15][C:14]([Cl:17])=[C:13]([Cl:18])[CH:12]=2)[C:8]([NH:34][C:35]2[CH:40]=[N:39][CH:38]=[CH:37][N:36]=2)=[O:10])[CH2:2][CH2:3][CH2:4][CH2:5]1. Given the reactants [CH:1]1([CH2:6][CH:7]([C:11]2[CH:16]=[CH:15][C:14]([Cl:17])=[C:13]([Cl:18])[CH:12]=2)[C:8]([OH:10])=O)[CH2:5][CH2:4][CH2:3][CH2:2]1.C(Cl)(=O)C(Cl)=O.C(N(CC)C(C)C)(C)C.[NH2:34][C:35]1[CH:40]=[N:39][CH:38]=[CH:37][N:36]=1, predict the reaction product. (6) Given the reactants [ClH:1].[CH:2]1[C:11]2[C:6](=[CH:7][CH:8]=[CH:9][C:10]=2N)[CH:5]=[CH:4][N:3]=1.C(O)(=O)C.N([O-])=O.[Na+].[S:21](=[O:23])=[O:22], predict the reaction product. The product is: [CH:2]1[C:11]2[C:6](=[CH:7][CH:8]=[CH:9][C:10]=2[S:21]([Cl:1])(=[O:23])=[O:22])[CH:5]=[CH:4][N:3]=1.